From a dataset of Forward reaction prediction with 1.9M reactions from USPTO patents (1976-2016). Predict the product of the given reaction. (1) The product is: [CH2:1]([O:8][C:9]([NH:11][C@H:12]([C:20]1[N:24]([C@@H:25]([CH3:30])[C:26]([OH:28])=[O:27])[N:23]=[N:22][N:21]=1)[CH2:13][C:14]1[CH:19]=[CH:18][CH:17]=[CH:16][CH:15]=1)=[O:10])[C:2]1[CH:7]=[CH:6][CH:5]=[CH:4][CH:3]=1. Given the reactants [CH2:1]([O:8][C:9]([NH:11][C@H:12]([C:20]1[N:24]([C@@H:25]([CH3:30])[C:26]([O:28]C)=[O:27])[N:23]=[N:22][N:21]=1)[CH2:13][C:14]1[CH:19]=[CH:18][CH:17]=[CH:16][CH:15]=1)=[O:10])[C:2]1[CH:7]=[CH:6][CH:5]=[CH:4][CH:3]=1.C1COCC1.[Li+].[OH-], predict the reaction product. (2) Given the reactants [CH3:1][O:2][C:3](=[O:11])[C:4]1[CH:9]=[C:8](I)[CH:7]=[CH:6][N:5]=1.C1(P(C2C=CC=CC=2)C2C=CC=CC=2)C=CC=CC=1.C([O:33][CH:34](OCC)[C:35]#[CH:36])C, predict the reaction product. The product is: [CH3:1][O:2][C:3]([C:4]1[CH:9]=[C:8]([CH2:36][CH2:35][CH2:34][OH:33])[CH:7]=[CH:6][N:5]=1)=[O:11]. (3) Given the reactants C1(P(C2C=CC=CC=2)C2C=CC=CC=2)C=CC=CC=1.ClC1C(=O)C(C#N)=C(C#N)C(=O)C=1Cl.CCCC[N+](CCCC)(CCCC)CCCC.[N-:51]=[N+:52]=[N-:53].[F:54][C:55]1[N:60]=[CH:59][C:58]([CH:61](O)[CH3:62])=[CH:57][CH:56]=1, predict the reaction product. The product is: [N:51]([CH:61]([C:58]1[CH:57]=[CH:56][C:55]([F:54])=[N:60][CH:59]=1)[CH3:62])=[N+:52]=[N-:53]. (4) Given the reactants [CH:1]1([N:7]([CH2:24][CH:25]2[CH2:27][CH2:26]2)[C:8]2[N:13]=[CH:12][N:11]=[C:10]([C:14]([NH:16][C:17]3[CH:22]=[CH:21][CH:20]=[CH:19][C:18]=3[CH3:23])=[O:15])[CH:9]=2)[CH2:6][CH2:5][CH2:4][CH2:3][CH2:2]1.[Cl:28][S:29](O)(=[O:31])=[O:30], predict the reaction product. The product is: [CH:1]1([N:7]([CH2:24][CH:25]2[CH2:27][CH2:26]2)[C:8]2[N:13]=[CH:12][N:11]=[C:10]([C:14]([NH:16][C:17]3[CH:22]=[CH:21][C:20]([S:29]([Cl:28])(=[O:31])=[O:30])=[CH:19][C:18]=3[CH3:23])=[O:15])[CH:9]=2)[CH2:2][CH2:3][CH2:4][CH2:5][CH2:6]1. (5) Given the reactants [C:1]([O:5][C:6]([N:8]([CH2:17][CH2:18][C:19](=[O:25])[CH:20]1[CH2:24][CH2:23][CH2:22][O:21]1)[C@@H:9]([CH3:16])[CH2:10][C:11]([O:13]CC)=O)=[O:7])([CH3:4])([CH3:3])[CH3:2].CC([O-])(C)C.[K+], predict the reaction product. The product is: [CH3:16][C@H:9]1[CH2:10][C:11](=[O:13])[CH:18]([C:19]([CH:20]2[CH2:24][CH2:23][CH2:22][O:21]2)=[O:25])[CH2:17][N:8]1[C:6]([O:5][C:1]([CH3:2])([CH3:3])[CH3:4])=[O:7]. (6) Given the reactants C([O:3][C:4](=O)[CH2:5][N:6]([CH:20]([CH3:22])[CH3:21])[C:7]1[C:16]([N+:17]([O-])=O)=[CH:15][C:10]([C:11]([O:13][CH3:14])=[O:12])=[CH:9][N:8]=1)C.P(OC1C=CC=CC=1)(OC1C=CC=CC=1)OC1C=CC=CC=1.[H][H], predict the reaction product. The product is: [CH:20]([N:6]1[CH2:5][C:4](=[O:3])[NH:17][C:16]2[CH:15]=[C:10]([C:11]([O:13][CH3:14])=[O:12])[CH:9]=[N:8][C:7]1=2)([CH3:22])[CH3:21].